This data is from Full USPTO retrosynthesis dataset with 1.9M reactions from patents (1976-2016). The task is: Predict the reactants needed to synthesize the given product. (1) The reactants are: C(N(CC)CC)C.[Si:8]([O:15][CH2:16][CH2:17][CH2:18][CH2:19][O:20][C:21]1[CH:22]=[C:23]([CH2:40][CH2:41][CH2:42]O)[CH:24]=[C:25]([O:27][CH2:28][CH2:29][CH2:30][CH2:31][O:32][Si:33]([C:36]([CH3:39])([CH3:38])[CH3:37])([CH3:35])[CH3:34])[CH:26]=1)([C:11]([CH3:14])([CH3:13])[CH3:12])([CH3:10])[CH3:9].[NH:44]1[CH2:49][CH2:48][CH2:47][CH2:46][CH2:45]1. Given the product [Si:33]([O:32][CH2:31][CH2:30][CH2:29][CH2:28][O:27][C:25]1[CH:24]=[C:23]([CH2:40][CH2:41][CH2:42][N:44]2[CH2:49][CH2:48][CH2:47][CH2:46][CH2:45]2)[CH:22]=[C:21]([O:20][CH2:19][CH2:18][CH2:17][CH2:16][O:15][Si:8]([C:11]([CH3:14])([CH3:13])[CH3:12])([CH3:10])[CH3:9])[CH:26]=1)([C:36]([CH3:39])([CH3:38])[CH3:37])([CH3:34])[CH3:35], predict the reactants needed to synthesize it. (2) The reactants are: [C:1]([O:5][C:6]([N:8]1[CH2:13][CH2:12][CH:11]([C:14]2[CH:22]=[C:21]([Cl:23])[C:20]([CH3:24])=[CH:19][C:15]=2[C:16](O)=[O:17])[CH2:10][CH2:9]1)=[O:7])([CH3:4])([CH3:3])[CH3:2].B. Given the product [Cl:23][C:21]1[C:20]([CH3:24])=[CH:19][C:15]([CH2:16][OH:17])=[C:14]([CH:11]2[CH2:10][CH2:9][N:8]([C:6]([O:5][C:1]([CH3:3])([CH3:4])[CH3:2])=[O:7])[CH2:13][CH2:12]2)[CH:22]=1, predict the reactants needed to synthesize it.